Dataset: Catalyst prediction with 721,799 reactions and 888 catalyst types from USPTO. Task: Predict which catalyst facilitates the given reaction. (1) The catalyst class is: 16. Reactant: F[C:2]1[N:7]=[C:6]([C:8]2[C:16]3[C:11](=[CH:12][N:13]=[C:14]([C:17]4[CH:18]=[N:19][N:20]([CH3:22])[CH:21]=4)[CH:15]=3)[N:10]([CH:23]3[CH2:28][CH2:27][CH2:26][CH2:25][O:24]3)[N:9]=2)[CH:5]=[CH:4][CH:3]=1.[C:29]([NH:36][C@@H:37]1[CH2:41][CH2:40][NH:39][CH2:38]1)([O:31][C:32]([CH3:35])([CH3:34])[CH3:33])=[O:30]. Product: [CH3:22][N:20]1[CH:21]=[C:17]([C:14]2[CH:15]=[C:16]3[C:8]([C:6]4[N:7]=[C:2]([N:39]5[CH2:40][CH2:41][C@@H:37]([NH:36][C:29](=[O:30])[O:31][C:32]([CH3:34])([CH3:33])[CH3:35])[CH2:38]5)[CH:3]=[CH:4][CH:5]=4)=[N:9][N:10]([CH:23]4[CH2:28][CH2:27][CH2:26][CH2:25][O:24]4)[C:11]3=[CH:12][N:13]=2)[CH:18]=[N:19]1. (2) Reactant: [CH3:1][S:2]([C:5]1[CH:6]=[CH:7][C:8]([C@@H:11]([OH:21])[C@H:12]([NH:15]C(C(Cl)Cl)=O)[CH2:13][F:14])=[CH:9][CH:10]=1)(=[O:4])=[O:3].S(=O)(=O)(O)O.[OH-].[Na+]. Product: [CH3:1][S:2]([C:5]1[CH:10]=[CH:9][C:8]([C@@H:11]([OH:21])[C@H:12]([NH2:15])[CH2:13][F:14])=[CH:7][CH:6]=1)(=[O:4])=[O:3]. The catalyst class is: 15. (3) Reactant: CC1N=CN(C2C(=O)N3CC[N:14]([C@H:17]([C@@H:19]4[CH2:23][CH2:22][C@H:21]([C:24]5[CH:29]=[CH:28][C:27]([C:30]([F:33])([F:32])[F:31])=[CH:26][CH:25]=5)[O:20]4)[CH3:18])C(=O)C3=CC=2)C=1. Product: [F:32][C:30]([F:31])([F:33])[C:27]1[CH:26]=[CH:25][C:24]([C@@H:21]2[O:20][C@H:19]([C@@H:17]([NH2:14])[CH3:18])[CH2:23][CH2:22]2)=[CH:29][CH:28]=1. The catalyst class is: 7. (4) Reactant: [OH:1][C:2]1[CH:10]=[CH:9][C:8]2[N:7]3[CH2:11][CH2:12][CH:13]([CH2:14][C:15]([O:17][C:18]([CH3:21])([CH3:20])[CH3:19])=[O:16])[C:6]3=[CH:5][C:4]=2[CH:3]=1.C(=O)([O-])[O-].[Cs+].[Cs+].Cl[CH2:29][C:30]1[CH:35]=[CH:34][C:33]([CH2:36][CH:37]([CH3:39])[CH3:38])=[C:32]([C:40]([F:43])([F:42])[F:41])[CH:31]=1. Product: [CH2:36]([C:33]1[CH:34]=[CH:35][C:30]([CH2:29][O:1][C:2]2[CH:10]=[CH:9][C:8]3[N:7]4[CH2:11][CH2:12][CH:13]([CH2:14][C:15]([O:17][C:18]([CH3:21])([CH3:20])[CH3:19])=[O:16])[C:6]4=[CH:5][C:4]=3[CH:3]=2)=[CH:31][C:32]=1[C:40]([F:41])([F:42])[F:43])[CH:37]([CH3:39])[CH3:38]. The catalyst class is: 3. (5) Reactant: [NH2:1][C:2]1[CH:7]=[CH:6][C:5]([N:8]2[C:14](=[O:15])[CH2:13][C:12](=[O:16])[NH:11][C:10]3[C:17]4[C:22]([CH:23]=[CH:24][C:9]2=3)=[CH:21][CH:20]=[CH:19][CH:18]=4)=[CH:4][CH:3]=1.[C:25]1([N:31]=[C:32]=[O:33])[CH:30]=[CH:29][CH:28]=[CH:27][CH:26]=1. Product: [O:16]=[C:12]1[NH:11][C:10]2[C:17]3[C:22]([CH:23]=[CH:24][C:9]=2[N:8]([C:5]2[CH:6]=[CH:7][C:2]([NH:1][C:32]([NH:31][C:25]4[CH:30]=[CH:29][CH:28]=[CH:27][CH:26]=4)=[O:33])=[CH:3][CH:4]=2)[C:14](=[O:15])[CH2:13]1)=[CH:21][CH:20]=[CH:19][CH:18]=3. The catalyst class is: 7. (6) Reactant: [I-].[CH3:2][S+](C)(C)=O.[OH-].[K+].[CH3:9][O:10][C:11]1[CH:16]=[CH:15][C:14](/[CH:17]=[CH:18]\[C:19]([O:21][CH2:22][CH3:23])=[O:20])=[CH:13][CH:12]=1. Product: [CH3:9][O:10][C:11]1[CH:12]=[CH:13][C:14]([CH:17]2[CH2:2][CH:18]2[C:19]([O:21][CH2:22][CH3:23])=[O:20])=[CH:15][CH:16]=1. The catalyst class is: 16. (7) Reactant: [N+:1]([C:4]1[CH:5]=[CH:6][C:7]2[O:11][C:10]([C:12]([NH2:14])=[O:13])=[CH:9][C:8]=2[CH:15]=1)([O-])=O. Product: [NH2:1][C:4]1[CH:5]=[CH:6][C:7]2[O:11][C:10]([C:12]([NH2:14])=[O:13])=[CH:9][C:8]=2[CH:15]=1. The catalyst class is: 227. (8) Reactant: Cl.[CH3:2][CH:3]1[CH2:6][NH:5][CH2:4]1.Cl.Cl[C:9]1[N:14]=[CH:13][N:12]=[C:11]([N:15]2[C:19](=[O:20])[C:18]([N:21]3[CH:25]=[CH:24][N:23]=[N:22]3)=[CH:17][NH:16]2)[CH:10]=1.C(N(C(C)C)C(C)C)C. Product: [CH3:2][CH:3]1[CH2:6][N:5]([C:9]2[N:14]=[CH:13][N:12]=[C:11]([N:15]3[C:19](=[O:20])[C:18]([N:21]4[CH:25]=[CH:24][N:23]=[N:22]4)=[CH:17][NH:16]3)[CH:10]=2)[CH2:4]1. The catalyst class is: 7.